This data is from Full USPTO retrosynthesis dataset with 1.9M reactions from patents (1976-2016). The task is: Predict the reactants needed to synthesize the given product. Given the product [Br:12][C:10]1[C:9]2[C:4](=[CH:5][CH:6]=[CH:7][CH:8]=2)[C:3]([O:13][CH3:14])=[C:2]([CH2:21][C:19]2[S:20][C:16]([Cl:15])=[CH:17][CH:18]=2)[CH:11]=1, predict the reactants needed to synthesize it. The reactants are: Br[C:2]1[CH:11]=[C:10]([Br:12])[C:9]2[C:4](=[CH:5][CH:6]=[CH:7][CH:8]=2)[C:3]=1[O:13][CH3:14].[Cl:15][C:16]1[S:20][C:19]([CH:21]=O)=[CH:18][CH:17]=1.